Dataset: Catalyst prediction with 721,799 reactions and 888 catalyst types from USPTO. Task: Predict which catalyst facilitates the given reaction. (1) Reactant: [N+:1]([C:4]1[CH:5]=[C:6]([CH2:10][CH2:11][O:12][C:13](=[O:15])[CH3:14])[CH:7]=[CH:8][CH:9]=1)([O-])=O. Product: [NH2:1][C:4]1[CH:5]=[C:6]([CH2:10][CH2:11][O:12][C:13](=[O:15])[CH3:14])[CH:7]=[CH:8][CH:9]=1. The catalyst class is: 78. (2) Reactant: Cl[C:2]1[N:10]=[CH:9][N:8]=[C:7]2[C:3]=1[NH:4][CH:5]=[N:6]2.[Cl:11][C:12]1[CH:13]=[C:14]([CH:17]=[CH:18][CH:19]=1)[CH2:15][NH2:16].C(N(CC)CC)C. Product: [Cl:11][C:12]1[CH:13]=[C:14]([CH:17]=[CH:18][CH:19]=1)[CH2:15][NH:16][C:2]1[N:10]=[CH:9][N:8]=[C:7]2[C:3]=1[NH:4][CH:5]=[N:6]2. The catalyst class is: 51. (3) Reactant: [OH:1][CH:2]([C:32]1[CH:37]=[CH:36][C:35]([OH:38])=[CH:34][CH:33]=1)[CH:3]([NH:18][C:19]([C:21]1[CH:22]=[CH:23][CH:24]=[C:25]2[CH2:31][CH2:30][CH2:29][CH:28]=[CH:27][C:26]=12)=[O:20])[CH2:4][C:5]1[CH:10]=[CH:9][CH:8]=[C:7]([O:11][C:12]([F:17])([F:16])[CH:13]([F:15])[F:14])[CH:6]=1.C(=O)([O-])[O-].[K+].[K+].I[CH2:46][CH2:47][CH2:48][CH3:49]. Product: [CH2:46]([O:38][C:35]1[CH:36]=[CH:37][C:32]([CH:2]([OH:1])[CH:3]([NH:18][C:19]([C:21]2[CH:22]=[CH:23][CH:24]=[C:25]3[CH2:31][CH2:30][CH2:29][CH:28]=[CH:27][C:26]=23)=[O:20])[CH2:4][C:5]2[CH:10]=[CH:9][CH:8]=[C:7]([O:11][C:12]([F:16])([F:17])[CH:13]([F:15])[F:14])[CH:6]=2)=[CH:33][CH:34]=1)[CH2:47][CH2:48][CH3:49]. The catalyst class is: 35.